This data is from Reaction yield outcomes from USPTO patents with 853,638 reactions. The task is: Predict the reaction yield, written as a fraction of the theoretical maximum amount of product (1.0 means a 100% yield; for example, 0.34 means a 34% yield). (1) The reactants are [Cl:1][C:2]1[CH:10]=[CH:9][C:5]([C:6]([NH2:8])=O)=[C:4]([O:11][CH3:12])[CH:3]=1.COC1C=CC(P2(SP(C3C=CC(OC)=CC=3)(=S)S2)=[S:22])=CC=1.C(=O)(O)[O-].[Na+]. The catalyst is O1CCCC1. The product is [Cl:1][C:2]1[CH:10]=[CH:9][C:5]([C:6]([NH2:8])=[S:22])=[C:4]([O:11][CH3:12])[CH:3]=1. The yield is 0.650. (2) The reactants are [OH:1][C:2]1[CH:3]=[C:4]([NH:9][C:10]2[C:15]3=[C:16]([CH3:22])[C:17]([C:19](O)=[O:20])=[CH:18][N:14]3[N:13]=[CH:12][N:11]=2)[CH:5]=[CH:6][C:7]=1[CH3:8].[CH3:23][N:24]1[CH2:29][CH2:28][NH:27][CH2:26][CH2:25]1.ON1C2C=CC=CC=2N=N1.Cl.CN(C)CCCN=C=NCC. The catalyst is CN(C=O)C. The product is [OH:1][C:2]1[CH:3]=[C:4]([NH:9][C:10]2[C:15]3=[C:16]([CH3:22])[C:17]([C:19]([N:27]4[CH2:28][CH2:29][N:24]([CH3:23])[CH2:25][CH2:26]4)=[O:20])=[CH:18][N:14]3[N:13]=[CH:12][N:11]=2)[CH:5]=[CH:6][C:7]=1[CH3:8]. The yield is 0.700. (3) The reactants are [CH:1]([C:4]1[S:22][C:7]2[NH:8][C:9](=[O:21])[N:10]([CH2:13][CH2:14][N:15]3[CH2:20][CH2:19][O:18][CH2:17][CH2:16]3)[C:11](=[O:12])[C:6]=2[CH:5]=1)([CH3:3])[CH3:2].Br[CH2:24][C:25]1[CH:30]=[CH:29][C:28]([C:31]2[CH:36]=[CH:35][CH:34]=[CH:33][C:32]=2[C:37]2[N:41]=[C:40](C(Cl)(Cl)Cl)[O:39][N:38]=2)=[CH:27][CH:26]=1.C(=O)([O-])[O-:47].[K+].[K+]. The catalyst is C(#N)C. The product is [CH:1]([C:4]1[S:22][C:7]2[N:8]([CH2:24][C:25]3[CH:30]=[CH:29][C:28]([C:31]4[CH:36]=[CH:35][CH:34]=[CH:33][C:32]=4[C:37]4[NH:41][C:40](=[O:47])[O:39][N:38]=4)=[CH:27][CH:26]=3)[C:9](=[O:21])[N:10]([CH2:13][CH2:14][N:15]3[CH2:20][CH2:19][O:18][CH2:17][CH2:16]3)[C:11](=[O:12])[C:6]=2[CH:5]=1)([CH3:3])[CH3:2]. The yield is 0.510.